Dataset: CYP3A4 inhibition data for predicting drug metabolism from PubChem BioAssay. Task: Regression/Classification. Given a drug SMILES string, predict its absorption, distribution, metabolism, or excretion properties. Task type varies by dataset: regression for continuous measurements (e.g., permeability, clearance, half-life) or binary classification for categorical outcomes (e.g., BBB penetration, CYP inhibition). Dataset: cyp3a4_veith. The drug is Cc1ccc(N2C(=O)C3C4C=CC(C4)C3C2=O)cc1C. The result is 1 (inhibitor).